From a dataset of CYP2C9 inhibition data for predicting drug metabolism from PubChem BioAssay. Regression/Classification. Given a drug SMILES string, predict its absorption, distribution, metabolism, or excretion properties. Task type varies by dataset: regression for continuous measurements (e.g., permeability, clearance, half-life) or binary classification for categorical outcomes (e.g., BBB penetration, CYP inhibition). Dataset: cyp2c9_veith. The compound is CCn1c(SCc2ccc(Cl)cc2)nnc1-c1cnn(-c2ccccc2)c1C(F)(F)F. The result is 1 (inhibitor).